From a dataset of Full USPTO retrosynthesis dataset with 1.9M reactions from patents (1976-2016). Predict the reactants needed to synthesize the given product. (1) Given the product [NH2:16][CH2:15][C:14]1[C:24]([N:28]2[CH2:33][CH2:32][CH2:31][CH2:30][CH2:29]2)=[CH:25][CH:26]=[CH:27][C:13]=1[NH:12][S:9]([C:4]1[CH:5]=[C:6]([Cl:8])[CH:7]=[C:2]([Cl:1])[C:3]=1[OH:34])(=[O:11])=[O:10], predict the reactants needed to synthesize it. The reactants are: [Cl:1][C:2]1[C:3]([OH:34])=[C:4]([S:9]([NH:12][C:13]2[CH:27]=[CH:26][CH:25]=[C:24]([N:28]3[CH2:33][CH2:32][CH2:31][CH2:30][CH2:29]3)[C:14]=2[CH2:15][NH:16]C(=O)OC(C)(C)C)(=[O:11])=[O:10])[CH:5]=[C:6]([Cl:8])[CH:7]=1.C(O)(C(F)(F)F)=O. (2) Given the product [C:23]([NH:22][C:19]1[CH:18]=[CH:17][C:16]([CH2:15][C:8]2[C:7]3[C:11](=[CH:12][CH:13]=[C:5]([C:3]([OH:4])=[O:2])[CH:6]=3)[N:10]([CH3:14])[CH:9]=2)=[CH:21][CH:20]=1)(=[O:30])[C:24]1[CH:29]=[CH:28][CH:27]=[CH:26][CH:25]=1, predict the reactants needed to synthesize it. The reactants are: C[O:2][C:3]([C:5]1[CH:6]=[C:7]2[C:11](=[CH:12][CH:13]=1)[N:10]([CH3:14])[CH:9]=[C:8]2[CH2:15][C:16]1[CH:21]=[CH:20][C:19]([NH:22][C:23](=[O:30])[C:24]2[CH:29]=[CH:28][CH:27]=[CH:26][CH:25]=2)=[CH:18][CH:17]=1)=[O:4].[OH-].[Na+].CO.O. (3) Given the product [CH3:21][O:20][C:17]1[CH:18]=[CH:19][C:14]2[O:13][CH2:12][C:11](=[O:22])[N:10]([CH2:9][CH2:8][C@H:5]3[CH2:6][CH2:7][C@H:2]([NH:1][CH2:34][C:32]4[CH:31]=[CH:30][C:27]5[O:28][CH2:29][C:24](=[O:23])[NH:25][C:26]=5[N:33]=4)[CH2:3][CH2:4]3)[C:15]=2[CH:16]=1, predict the reactants needed to synthesize it. The reactants are: [NH2:1][C@H:2]1[CH2:7][CH2:6][C@H:5]([CH2:8][CH2:9][N:10]2[C:15]3[CH:16]=[C:17]([O:20][CH3:21])[CH:18]=[CH:19][C:14]=3[O:13][CH2:12][C:11]2=[O:22])[CH2:4][CH2:3]1.[O:23]=[C:24]1[CH2:29][O:28][C:27]2[CH:30]=[CH:31][C:32]([CH:34]=O)=[N:33][C:26]=2[NH:25]1.C([BH3-])#N.[Na+]. (4) The reactants are: [F:1][C:2]1[C:3]([C:15]#[N:16])=[C:4]([NH:8]C(=O)C(F)(F)F)[CH:5]=[CH:6][CH:7]=1.Br[CH2:18][C:19]([O:21][C:22]([CH3:25])([CH3:24])[CH3:23])=[O:20]. Given the product [NH2:16][C:15]1[C:3]2[C:4](=[CH:5][CH:6]=[CH:7][C:2]=2[F:1])[NH:8][C:18]=1[C:19]([O:21][C:22]([CH3:25])([CH3:24])[CH3:23])=[O:20], predict the reactants needed to synthesize it. (5) Given the product [CH:8]([NH:9][C:14]([C:7]1[C:6]2[C:10](=[CH:11][C:3]([OH:2])=[CH:4][CH:5]=2)[N:9]([CH3:12])[C:8]=1[CH3:13])=[O:16])([CH3:13])[CH3:7], predict the reactants needed to synthesize it. The reactants are: C[O:2][C:3]1[CH:11]=[C:10]2[C:6]([C:7]([C:14]([OH:16])=O)=[C:8]([CH3:13])[N:9]2[CH3:12])=[CH:5][CH:4]=1.B(Br)(Br)Br. (6) Given the product [CH3:20][N:17]1[CH2:18][CH2:19][N:14]([CH2:12][C:4]2[CH:3]=[C:2]([CH:7]=[C:6]([C:8]([F:11])([F:9])[F:10])[CH:5]=2)[NH2:1])[CH2:15][CH2:16]1, predict the reactants needed to synthesize it. The reactants are: [NH2:1][C:2]1[CH:3]=[C:4]([C:12]([N:14]2[CH2:19][CH2:18][N:17]([CH3:20])[CH2:16][CH2:15]2)=O)[CH:5]=[C:6]([C:8]([F:11])([F:10])[F:9])[CH:7]=1.Cl.C(=O)([O-])[O-].[Na+].[Na+].